Dataset: Full USPTO retrosynthesis dataset with 1.9M reactions from patents (1976-2016). Task: Predict the reactants needed to synthesize the given product. (1) The reactants are: [CH3:1][N:2]1[C:11]([C:12]2[S:13][CH:14]=[CH:15][CH:16]=2)=[C:5]2[CH2:6][NH:7][C@@H:8]([CH3:10])[CH2:9][C:4]2=[N:3]1.[Cl:17][C:18]1[CH:19]=[C:20]([NH:24][C:25](=O)[O:26]C2C=CC=CC=2)[CH:21]=[CH:22][CH:23]=1.O. Given the product [Cl:17][C:18]1[CH:19]=[C:20]([NH:24][C:25]([N:7]2[C@@H:8]([CH3:10])[CH2:9][C:4]3=[N:3][N:2]([CH3:1])[C:11]([C:12]4[S:13][CH:14]=[CH:15][CH:16]=4)=[C:5]3[CH2:6]2)=[O:26])[CH:21]=[CH:22][CH:23]=1, predict the reactants needed to synthesize it. (2) Given the product [F:36][C:33]1[CH:34]=[CH:35][C:30]([CH2:29][NH:28][CH2:27][C:14]2[C:15]([CH2:25][O:26][CH3:38])=[C:16]([OH:17])[C:11]([C:10]([NH:9][OH:8])=[O:37])=[N:12][CH:13]=2)=[CH:31][CH:32]=1, predict the reactants needed to synthesize it. The reactants are: C([O:8][NH:9][C:10](=[O:37])[C:11]1[C:16]([O:17]CC2C=CC=CC=2)=[C:15]([CH2:25][OH:26])[C:14]([CH2:27][NH:28][CH2:29][C:30]2[CH:35]=[CH:34][C:33]([F:36])=[CH:32][CH:31]=2)=[CH:13][N:12]=1)C1C=CC=CC=1.[CH3:38]O. (3) Given the product [CH3:2][C:1](=[O:3])[CH2:6][C:7](=[O:13])[CH2:8][CH2:9][CH2:10][CH2:11][CH3:12], predict the reactants needed to synthesize it. The reactants are: [C:1](OC)(=[O:3])[CH3:2].[CH3:6][C:7](=[O:13])[CH2:8][CH2:9][CH2:10][CH2:11][CH3:12].Cl. (4) The reactants are: [C:1]1(=[O:8])[O:7]CCC[CH2:3][CH2:2]1.[C:9]([O:13][CH2:14][CH2:15]O)(=[O:12])C=C.C(O[N:22]=C=O)(=O)C=C.[N-]=C=O. Given the product [C:1]([OH:8])(=[O:7])[CH:2]=[CH2:3].[NH2:22][C:9]([O:13][CH2:14][CH3:15])=[O:12], predict the reactants needed to synthesize it.